Task: Regression. Given two drug SMILES strings and cell line genomic features, predict the synergy score measuring deviation from expected non-interaction effect.. Dataset: NCI-60 drug combinations with 297,098 pairs across 59 cell lines (1) Drug 1: C1=CC(=C2C(=C1NCCNCCO)C(=O)C3=C(C=CC(=C3C2=O)O)O)NCCNCCO. Drug 2: C1=CC(=CC=C1CC(C(=O)O)N)N(CCCl)CCCl.Cl. Cell line: OVCAR3. Synergy scores: CSS=43.5, Synergy_ZIP=7.74, Synergy_Bliss=7.85, Synergy_Loewe=3.81, Synergy_HSA=9.69. (2) Drug 1: CC1CCC2CC(C(=CC=CC=CC(CC(C(=O)C(C(C(=CC(C(=O)CC(OC(=O)C3CCCCN3C(=O)C(=O)C1(O2)O)C(C)CC4CCC(C(C4)OC)O)C)C)O)OC)C)C)C)OC. Drug 2: B(C(CC(C)C)NC(=O)C(CC1=CC=CC=C1)NC(=O)C2=NC=CN=C2)(O)O. Cell line: NCI-H322M. Synergy scores: CSS=35.2, Synergy_ZIP=-5.22, Synergy_Bliss=-1.71, Synergy_Loewe=-8.06, Synergy_HSA=-1.33.